This data is from NCI-60 drug combinations with 297,098 pairs across 59 cell lines. The task is: Regression. Given two drug SMILES strings and cell line genomic features, predict the synergy score measuring deviation from expected non-interaction effect. (1) Drug 2: C1=NC2=C(N=C(N=C2N1C3C(C(C(O3)CO)O)F)Cl)N. Synergy scores: CSS=62.0, Synergy_ZIP=1.76, Synergy_Bliss=1.93, Synergy_Loewe=1.45, Synergy_HSA=6.43. Cell line: ACHN. Drug 1: CC1OCC2C(O1)C(C(C(O2)OC3C4COC(=O)C4C(C5=CC6=C(C=C35)OCO6)C7=CC(=C(C(=C7)OC)O)OC)O)O. (2) Drug 1: C1=CC(=CC=C1CC(C(=O)O)N)N(CCCl)CCCl.Cl. Drug 2: C1=CC=C(C=C1)NC(=O)CCCCCCC(=O)NO. Cell line: HOP-92. Synergy scores: CSS=28.7, Synergy_ZIP=-7.70, Synergy_Bliss=1.31, Synergy_Loewe=1.52, Synergy_HSA=3.21. (3) Drug 1: C1C(C(OC1N2C=NC3=C(N=C(N=C32)Cl)N)CO)O. Drug 2: CC(C)(C#N)C1=CC(=CC(=C1)CN2C=NC=N2)C(C)(C)C#N. Cell line: A549. Synergy scores: CSS=16.6, Synergy_ZIP=-5.89, Synergy_Bliss=0.607, Synergy_Loewe=-2.18, Synergy_HSA=-1.66. (4) Drug 1: C1=C(C(=O)NC(=O)N1)N(CCCl)CCCl. Drug 2: C1CC(C1)(C(=O)O)C(=O)O.[NH2-].[NH2-].[Pt+2]. Cell line: KM12. Synergy scores: CSS=8.98, Synergy_ZIP=-6.07, Synergy_Bliss=-10.4, Synergy_Loewe=-8.21, Synergy_HSA=-8.16. (5) Drug 1: C1=CC(=C2C(=C1NCCNCCO)C(=O)C3=C(C=CC(=C3C2=O)O)O)NCCNCCO. Drug 2: COC1=NC(=NC2=C1N=CN2C3C(C(C(O3)CO)O)O)N. Cell line: IGROV1. Synergy scores: CSS=33.9, Synergy_ZIP=-4.96, Synergy_Bliss=2.78, Synergy_Loewe=-52.7, Synergy_HSA=0.0308.